From a dataset of Full USPTO retrosynthesis dataset with 1.9M reactions from patents (1976-2016). Predict the reactants needed to synthesize the given product. The reactants are: [CH3:1][S:2](Cl)(=[O:4])=[O:3].[C:6]([O:9][C:10]1[CH:15]=[CH:14][C:13]([O:16][CH2:17][C:18]2[CH:23]=[CH:22][CH:21]=[CH:20][CH:19]=2)=[C:12]([NH2:24])[CH:11]=1)(=[O:8])[CH3:7].O. Given the product [C:6]([O:9][C:10]1[CH:15]=[CH:14][C:13]([O:16][CH2:17][C:18]2[CH:23]=[CH:22][CH:21]=[CH:20][CH:19]=2)=[C:12]([NH:24][S:2]([CH3:1])(=[O:4])=[O:3])[CH:11]=1)(=[O:8])[CH3:7], predict the reactants needed to synthesize it.